Dataset: Full USPTO retrosynthesis dataset with 1.9M reactions from patents (1976-2016). Task: Predict the reactants needed to synthesize the given product. (1) Given the product [CH3:21][C:18]1[CH:19]=[CH:20][C:15]([S:12]([N:11]2[C:3]3[CH:4]=[CH:5][CH:6]=[C:7]([N+:8]([O-:10])=[O:9])[C:2]=3[NH:1][C:23]2=[O:25])(=[O:14])=[O:13])=[CH:16][CH:17]=1, predict the reactants needed to synthesize it. The reactants are: [NH2:1][C:2]1[C:7]([N+:8]([O-:10])=[O:9])=[CH:6][CH:5]=[CH:4][C:3]=1[NH:11][S:12]([C:15]1[CH:20]=[CH:19][C:18]([CH3:21])=[CH:17][CH:16]=1)(=[O:14])=[O:13].Cl[C:23](Cl)([O:25]C(=O)OC(Cl)(Cl)Cl)Cl. (2) Given the product [CH3:14][O:13][CH2:12][CH2:11][O:10][C:5]1[CH:6]=[CH:7][CH:8]=[CH:9][C:4]=1[C:3]([OH:15])=[O:2], predict the reactants needed to synthesize it. The reactants are: C[O:2][C:3](=[O:15])[C:4]1[CH:9]=[CH:8][CH:7]=[CH:6][C:5]=1[O:10][CH2:11][CH2:12][O:13][CH3:14].Cl. (3) Given the product [F:9][C:3]1[CH:4]=[C:5]([O:8][C:11]2[S:12][CH:13]=[CH:14][N:15]=2)[CH:6]=[CH:7][C:2]=1[NH2:1], predict the reactants needed to synthesize it. The reactants are: [NH2:1][C:2]1[CH:7]=[CH:6][C:5]([OH:8])=[CH:4][C:3]=1[F:9].Br[C:11]1[S:12][CH:13]=[CH:14][N:15]=1.CC([O-])(C)C.[K+].CCOC(C)=O.